Task: Predict the reaction yield, written as a fraction of the theoretical maximum amount of product (1.0 means a 100% yield; for example, 0.34 means a 34% yield).. Dataset: Reaction yield outcomes from USPTO patents with 853,638 reactions (1) The reactants are [CH2:1]([N:3]1[C:7]2=[N:8][C:9]([CH2:42][CH3:43])=[C:10]([CH2:19][NH:20][C:21](=[O:41])[CH2:22][C:23]([NH:25][CH2:26][C:27]3[CH:28]=[C:29]([C:33]4[CH:38]=[CH:37][CH:36]=[C:35]([CH:39]=O)[CH:34]=4)[CH:30]=[CH:31][CH:32]=3)=[O:24])[C:11]([NH:12][CH:13]3[CH2:18][CH2:17][O:16][CH2:15][CH2:14]3)=[C:6]2[CH:5]=[N:4]1)[CH3:2].[CH3:44][C@@H:45]1[CH2:50][NH:49][CH2:48][CH2:47][N:46]1C(OC(C)(C)C)=O.[BH-](OC(C)=O)(OC(C)=O)OC(C)=O.[Na+].CC(O)=O.C(O)(C(F)(F)F)=O. The catalyst is CS(C)=O.ClCCl. The product is [CH2:1]([N:3]1[C:7]2=[N:8][C:9]([CH2:42][CH3:43])=[C:10]([CH2:19][NH:20][C:21](=[O:41])[CH2:22][C:23]([NH:25][CH2:26][C:27]3[CH:28]=[C:29]([C:33]4[CH:38]=[CH:37][CH:36]=[C:35]([CH2:39][N:49]5[CH2:48][CH2:47][NH:46][C@H:45]([CH3:44])[CH2:50]5)[CH:34]=4)[CH:30]=[CH:31][CH:32]=3)=[O:24])[C:11]([NH:12][CH:13]3[CH2:18][CH2:17][O:16][CH2:15][CH2:14]3)=[C:6]2[CH:5]=[N:4]1)[CH3:2]. The yield is 0.0940. (2) The reactants are [CH2:1](Cl)[C:2]1[CH:7]=[CH:6][CH:5]=[CH:4][CH:3]=1.C1N2CN3CN(C2)CN1C3.[CH2:19]([OH:21])[CH3:20].[C:22]([OH:25])(=[O:24])[CH3:23]. The catalyst is O. The product is [C:23]1([C:22]([O:25][CH2:1][CH2:2][C:7]2[CH:6]=[CH:5][CH:4]=[CH:3][C:20]=2[CH:19]=[O:21])=[O:24])[CH:6]=[CH:7][CH:2]=[CH:3][CH:4]=1. The yield is 0.360. (3) The reactants are [F:1][C:2]1[CH:3]=[C:4]([C:8]2[CH:9]=[C:10]3[C:14](=[C:15]([C:17]([NH2:19])=[O:18])[CH:16]=2)[NH:13][N:12]=[C:11]3[CH:20]2[CH2:25][CH2:24][NH:23][CH2:22][CH2:21]2)[CH:5]=[CH:6][CH:7]=1.Cl[CH2:27][CH2:28][S:29](Cl)(=[O:31])=[O:30].[CH2:33]([N:35](CC)[CH2:36][CH3:37])[CH3:34].C([O-])([O-])=O.[K+].[K+].C(NCC)C. The catalyst is CN(C=O)C. The product is [CH2:33]([N:35]([CH2:36][CH3:37])[CH2:27][CH2:28][S:29]([N:23]1[CH2:24][CH2:25][CH:20]([C:11]2[C:10]3[C:14](=[C:15]([C:17]([NH2:19])=[O:18])[CH:16]=[C:8]([C:4]4[CH:5]=[CH:6][CH:7]=[C:2]([F:1])[CH:3]=4)[CH:9]=3)[NH:13][N:12]=2)[CH2:21][CH2:22]1)(=[O:31])=[O:30])[CH3:34]. The yield is 0.140. (4) The reactants are [OH:1][C@H:2]1[CH2:19][CH2:18][C@@:17]2([CH3:20])[C@@H:4]([CH2:5][CH2:6][C@:7]3([CH3:31])[C@@H:16]2[CH2:15][CH2:14][C@H:13]2[C@@:8]3([CH3:30])[CH2:9][CH2:10][C@@:11]3([C:27]([OH:29])=[O:28])[CH2:23][CH2:22][C@@H:21]([CH:24]([CH3:26])[CH3:25])[C@@H:12]32)[C:3]1([CH3:33])[CH3:32].C(=O)([O-])[O-].[K+].[K+].Br[CH2:41][C:42]1[CH:47]=[CH:46][CH:45]=[CH:44][CH:43]=1. The catalyst is CN(C=O)C. The product is [OH:1][C@H:2]1[CH2:19][CH2:18][C@@:17]2([CH3:20])[C@@H:4]([CH2:5][CH2:6][C@:7]3([CH3:31])[C@@H:16]2[CH2:15][CH2:14][C@H:13]2[C@@:8]3([CH3:30])[CH2:9][CH2:10][C@@:11]3([C:27]([O:29][CH2:41][C:42]4[CH:47]=[CH:46][CH:45]=[CH:44][CH:43]=4)=[O:28])[CH2:23][CH2:22][C@@H:21]([CH:24]([CH3:26])[CH3:25])[C@@H:12]32)[C:3]1([CH3:32])[CH3:33]. The yield is 0.920. (5) The reactants are C(OC(=O)[NH:7][CH2:8][CH2:9][C:10]1[CH:15]=[CH:14][C:13]([O:16][C:17]2[CH:22]=[CH:21][CH:20]=[C:19]([C:23]([F:26])([F:25])[F:24])[CH:18]=2)=[CH:12][CH:11]=1)(C)(C)C.C(O)(C(F)(F)F)=O. The catalyst is C(Cl)Cl. The product is [F:24][C:23]([F:25])([F:26])[C:19]1[CH:18]=[C:17]([CH:22]=[CH:21][CH:20]=1)[O:16][C:13]1[CH:12]=[CH:11][C:10]([CH2:9][CH2:8][NH2:7])=[CH:15][CH:14]=1. The yield is 0.647. (6) The reactants are [CH3:1][O:2][C:3](=[O:19])[CH2:4][P:5]([O:13][CH2:14][C:15]([F:18])([F:17])[F:16])([O:7][CH2:8][C:9]([F:12])([F:11])[F:10])=[O:6].C[Si]([N-][Si](C)(C)C)(C)C.[Na+].Br[CH2:31][C:32]([CH3:55])=[CH:33][CH2:34][C:35]1[C:43]([O:44][CH2:45][CH2:46][Si:47]([CH3:50])([CH3:49])[CH3:48])=[C:42]2[C:38]([CH2:39][O:40][C:41]2=[O:51])=[C:37]([CH3:52])[C:36]=1[O:53][CH3:54].[Cl-].[NH4+]. The catalyst is C1COCC1.CCOC(C)=O. The product is [CH3:1][O:2][C:3](=[O:19])[CH:4]([P:5]([O:7][CH2:8][C:9]([F:12])([F:10])[F:11])([O:13][CH2:14][C:15]([F:18])([F:16])[F:17])=[O:6])[CH2:31][C:32]([CH3:55])=[CH:33][CH2:34][C:35]1[C:43]([O:44][CH2:45][CH2:46][Si:47]([CH3:50])([CH3:48])[CH3:49])=[C:42]2[C:38](=[C:37]([CH3:52])[C:36]=1[O:53][CH3:54])[CH2:39][O:40][C:41]2=[O:51]. The yield is 0.480. (7) The reactants are [Cl:1][C:2]1[N:7]=[CH:6][C:5]([N:8]2[CH2:12][CH2:11][C@H:10]3[CH2:13][NH:14][CH2:15][C@@H:9]23)=[CH:4][CH:3]=1.[C:16]([OH:23])(=[O:22])/[CH:17]=[CH:18]/[C:19]([OH:21])=[O:20]. No catalyst specified. The product is [C:16]([OH:23])(=[O:22])/[CH:17]=[CH:18]/[C:19]([OH:21])=[O:20].[Cl:1][C:2]1[N:7]=[CH:6][C:5]([N:8]2[CH2:12][CH2:11][C@H:10]3[CH2:13][NH:14][CH2:15][C@@H:9]23)=[CH:4][CH:3]=1. The yield is 0.790.